Predict the reaction yield, written as a fraction of the theoretical maximum amount of product (1.0 means a 100% yield; for example, 0.34 means a 34% yield). From a dataset of Reaction yield outcomes from USPTO patents with 853,638 reactions. (1) The reactants are O[CH2:2][CH:3]([CH2:5]O)O.[CH3:7][C:8]1[CH:14]=[CH:13][C:11]([NH2:12])=[C:10]([N+:15]([O-:17])=[O:16])[CH:9]=1.S(=O)(=O)(O)O. The catalyst is C(Cl)Cl.O.[I-].[Na+]. The product is [CH3:2][C:3]1[CH:5]=[C:13]2[C:11](=[C:10]([N+:15]([O-:17])=[O:16])[CH:9]=1)[N:12]=[CH:7][CH:8]=[CH:14]2. The yield is 0.650. (2) The reactants are [CH2:1]([O:8][C:9]1[C:10](I)=[N:11][C:12]([Cl:15])=[CH:13][CH:14]=1)[C:2]1[CH:7]=[CH:6][CH:5]=[CH:4][CH:3]=1.[CH2:17]([OH:20])[C:18]#[CH:19].O. The catalyst is CCN(CC)CC.Cl[Pd](Cl)([P](C1C=CC=CC=1)(C1C=CC=CC=1)C1C=CC=CC=1)[P](C1C=CC=CC=1)(C1C=CC=CC=1)C1C=CC=CC=1.[Cu]I. The product is [CH2:1]([O:8][C:9]1[C:10]([C:19]#[C:18][CH2:17][OH:20])=[N:11][C:12]([Cl:15])=[CH:13][CH:14]=1)[C:2]1[CH:7]=[CH:6][CH:5]=[CH:4][CH:3]=1. The yield is 0.900. (3) The reactants are [Cl:1][C:2]1[CH:10]=[CH:9][C:5]([C:6](O)=[O:7])=[C:4]([N+:11]([O-:13])=[O:12])[CH:3]=1.O. The catalyst is C1COCC1. The product is [Cl:1][C:2]1[CH:10]=[CH:9][C:5]([CH2:6][OH:7])=[C:4]([N+:11]([O-:13])=[O:12])[CH:3]=1. The yield is 0.360. (4) The reactants are [Cl:1][C:2]1[C:11]2[C:6](=[CH:7][CH:8]=[C:9]([S:12]([CH:15]3[CH2:20][CH2:19][O:18][CH2:17][CH2:16]3)(=[O:14])=[O:13])[CH:10]=2)[N:5]=[CH:4][CH:3]=1.[Li+].C[Si]([N-][Si](C)(C)C)(C)C.C1C=CC(S(N(S(C2C=CC=CC=2)(=O)=O)[F:41])(=O)=O)=CC=1. The catalyst is C1COCC1. The product is [Cl:1][C:2]1[C:11]2[C:6](=[CH:7][CH:8]=[C:9]([S:12]([C:15]3([F:41])[CH2:20][CH2:19][O:18][CH2:17][CH2:16]3)(=[O:13])=[O:14])[CH:10]=2)[N:5]=[CH:4][CH:3]=1. The yield is 0.257. (5) The reactants are [Cl:1][C:2]1[C:9]([CH3:10])=[CH:8][CH:7]=[C:6](F)[C:3]=1[C:4]#[N:5].O.[NH2:13][NH2:14]. The catalyst is C(O)C. The product is [Cl:1][C:2]1[C:9]([CH3:10])=[CH:8][CH:7]=[C:6]2[C:3]=1[C:4]([NH2:5])=[N:13][NH:14]2. The yield is 0.790.